This data is from Forward reaction prediction with 1.9M reactions from USPTO patents (1976-2016). The task is: Predict the product of the given reaction. (1) The product is: [C@@H:20]([C@H:24]([NH:50][C:51]([C@H:53]1[CH2:58][CH2:57][CH2:56][CH2:55][N:54]1[CH3:59])=[O:52])[C:25](=[O:49])[N:26]([CH2:46][CH2:47][CH3:48])[C@@H:27]([CH:43]([CH3:44])[CH3:45])[CH2:28][C@H:29]([C:35]1[S:36][CH:37]=[C:38]([C:40]([NH:1][C@@H:2]([CH2:10][C:11]2[CH:16]=[CH:15][C:14]([N+:17]([O-:19])=[O:18])=[CH:13][CH:12]=2)[CH2:3][C:4]2([C:7]([OH:9])=[O:8])[CH2:5][CH2:6]2)=[O:41])[N:39]=1)[O:30][C:31](=[O:34])[NH:32][CH3:33])([CH2:22][CH3:23])[CH3:21]. Given the reactants [NH2:1][C@@H:2]([CH2:10][C:11]1[CH:16]=[CH:15][C:14]([N+:17]([O-:19])=[O:18])=[CH:13][CH:12]=1)[CH2:3][C:4]1([C:7]([OH:9])=[O:8])[CH2:6][CH2:5]1.[C@@H:20]([C@H:24]([NH:50][C:51]([C@H:53]1[CH2:58][CH2:57][CH2:56][CH2:55][N:54]1[CH3:59])=[O:52])[C:25](=[O:49])[N:26]([CH2:46][CH2:47][CH3:48])[C@@H:27]([CH:43]([CH3:45])[CH3:44])[CH2:28][C@H:29]([C:35]1[S:36][CH:37]=[C:38]([C:40](O)=[O:41])[N:39]=1)[O:30][C:31](=[O:34])[NH:32][CH3:33])([CH2:22][CH3:23])[CH3:21], predict the reaction product. (2) Given the reactants Br[C:2]1[CH:3]=[N:4][C:5](C2C=CC=CC=2)=[N:6][CH:7]=1.[C:14]([O:18][C:19]([N:21]1[CH2:26][CH2:25][CH:24]([NH2:27])[CH2:23][CH2:22]1)=[O:20])([CH3:17])([CH3:16])[CH3:15].C(N(CC)C(=O)C1C(=CC=CC=1)O)C.[O-]P([O-])([O-])=O.[K+].[K+].[K+], predict the reaction product. The product is: [C:14]([O:18][C:19]([N:21]1[CH2:26][CH2:25][CH:24]([NH:27][C:2]2[CH:7]=[N:6][CH:5]=[N:4][CH:3]=2)[CH2:23][CH2:22]1)=[O:20])([CH3:17])([CH3:15])[CH3:16]. (3) Given the reactants [CH2:1]([O:4][C:5]1[CH:6]=[C:7]2[C:12](=[CH:13][CH:14]=1)[C:11]1=[CH:15][C:16](Cl)=[N:17][C:18](=[O:19])[N:10]1[CH2:9][CH2:8]2)[CH:2]=[CH2:3].[C:21]([O:25][K])(C)(C)C, predict the reaction product. The product is: [CH2:1]([O:4][C:5]1[CH:6]=[C:7]2[C:12](=[CH:13][CH:14]=1)[C:11]1=[CH:15][C:16]([O:25][CH3:21])=[N:17][C:18](=[O:19])[N:10]1[CH2:9][CH2:8]2)[CH:2]=[CH2:3].